From a dataset of Forward reaction prediction with 1.9M reactions from USPTO patents (1976-2016). Predict the product of the given reaction. (1) Given the reactants Br[CH2:2][CH2:3][CH2:4][NH:5][C:6](=[O:12])[O:7][C:8]([CH3:11])([CH3:10])[CH3:9].[C-:13]#[N:14].[K+].CS(C)=O, predict the reaction product. The product is: [C:13]([CH2:2][CH2:3][CH2:4][NH:5][C:6](=[O:12])[O:7][C:8]([CH3:11])([CH3:10])[CH3:9])#[N:14]. (2) The product is: [ClH:59].[CH2:51]([NH:50][C:48](=[O:49])[NH:47][C:35]1[N:34]=[CH:33][C:32]([C:28]2[CH:27]=[C:26]3[C:31](=[CH:30][CH:29]=2)[N:22]([CH2:21][C@@H:18]2[CH2:19][CH2:20][N:16]([CH2:15][CH2:14][N:11]4[CH2:12][CH2:13][NH:8][CH2:9][CH2:10]4)[CH2:17]2)[CH:23]=[C:24]([C:54]([O:56][CH2:57][CH3:58])=[O:55])[C:25]3=[O:53])=[C:37]([C:38]2[S:39][CH:40]=[C:41]([C:43]([F:44])([F:45])[F:46])[N:42]=2)[CH:36]=1)[CH3:52]. Given the reactants C(OC([N:8]1[CH2:13][CH2:12][N:11]([CH2:14][CH2:15][N:16]2[CH2:20][CH2:19][C@@H:18]([CH2:21][N:22]3[C:31]4[C:26](=[CH:27][C:28]([C:32]5[CH:33]=[N:34][C:35]([NH:47][C:48]([NH:50][CH2:51][CH3:52])=[O:49])=[CH:36][C:37]=5[C:38]5[S:39][CH:40]=[C:41]([C:43]([F:46])([F:45])[F:44])[N:42]=5)=[CH:29][CH:30]=4)[C:25](=[O:53])[C:24]([C:54]([O:56][CH2:57][CH3:58])=[O:55])=[CH:23]3)[CH2:17]2)[CH2:10][CH2:9]1)=O)(C)(C)C.[ClH:59], predict the reaction product. (3) Given the reactants [CH3:1][O:2][C:3]1[CH:4]=[C:5]([NH:11][S:12]([C:15]2[CH:20]=[CH:19][C:18](I)=[CH:17][CH:16]=2)(=[O:14])=[O:13])[CH:6]=[CH:7][C:8]=1[O:9][CH3:10].[C:22]1([NH2:29])[CH:27]=[CH:26][CH:25]=[CH:24][C:23]=1[NH2:28].CCN(CC)CC.CN([CH:40]=[O:41])C, predict the reaction product. The product is: [NH2:28][C:23]1[CH:24]=[CH:25][CH:26]=[CH:27][C:22]=1[NH:29][C:40](=[O:41])[C:18]1[CH:19]=[CH:20][C:15]([S:12](=[O:14])(=[O:13])[NH:11][C:5]2[CH:6]=[CH:7][C:8]([O:9][CH3:10])=[C:3]([O:2][CH3:1])[CH:4]=2)=[CH:16][CH:17]=1. (4) Given the reactants F[C:2](F)(F)C(O)=O.[NH2:8][C:9]1[C:14]([C:15]([C:17]2[CH:22]=[C:21]([F:23])[CH:20]=[CH:19][C:18]=2[O:24][CH3:25])=[O:16])=[CH:13]N=[C:11]([NH:26][CH:27]2[CH2:32][CH2:31][NH:30][CH2:29][CH2:28]2)[N:10]=1.C(N(CC)CC)C.[CH2:40]([S:42](Cl)(=[O:44])=[O:43])[CH3:41], predict the reaction product. The product is: [NH2:8][C:9]1[C:14]([C:15]([C:17]2[CH:22]=[C:21]([F:23])[CH:20]=[CH:19][C:18]=2[O:24][CH3:25])=[O:16])=[CH:13][CH:2]=[C:11]([NH:26][CH:27]2[CH2:28][CH2:29][N:30]([S:42]([CH2:40][CH3:41])(=[O:44])=[O:43])[CH2:31][CH2:32]2)[N:10]=1. (5) The product is: [F:1][C:2]1[C:7]([OH:8])=[CH:6][CH:5]=[CH:4][C:3]=1[C:10]1[N:15]([CH2:16][CH2:17][C:18]2[CH:23]=[CH:22][CH:21]=[CH:20][CH:19]=2)[C:14](=[O:24])[C:13]([C:25]2[CH:26]=[CH:27][CH:28]=[CH:29][CH:30]=2)=[C:12]([CH3:31])[N:11]=1. Given the reactants [F:1][C:2]1[C:7]([O:8]C)=[CH:6][CH:5]=[CH:4][C:3]=1[C:10]1[N:15]([CH2:16][CH2:17][C:18]2[CH:23]=[CH:22][CH:21]=[CH:20][CH:19]=2)[C:14](=[O:24])[C:13]([C:25]2[CH:30]=[CH:29][CH:28]=[CH:27][CH:26]=2)=[C:12]([CH3:31])[N:11]=1.B(Br)(Br)Br, predict the reaction product. (6) Given the reactants [Cl:1][C:2]1[CH:27]=[C:26]([N+:28]([O-])=O)[CH:25]=[CH:24][C:3]=1[O:4][CH2:5][CH2:6][N:7]([CH2:15][C:16]1[CH:21]=[CH:20][C:19]([F:22])=[CH:18][C:17]=1[F:23])[C:8](=[O:14])[O:9][C:10]([CH3:13])([CH3:12])[CH3:11].S(S([O-])=O)([O-])=O.[Na+].[Na+], predict the reaction product. The product is: [NH2:28][C:26]1[CH:25]=[CH:24][C:3]([O:4][CH2:5][CH2:6][N:7]([CH2:15][C:16]2[CH:21]=[CH:20][C:19]([F:22])=[CH:18][C:17]=2[F:23])[C:8](=[O:14])[O:9][C:10]([CH3:13])([CH3:11])[CH3:12])=[C:2]([Cl:1])[CH:27]=1. (7) The product is: [Cl:1][C:2]1[S:6][C:5]([C:7]([NH:17][C@@H:18]([CH2:31][C:32]2[CH:37]=[CH:36][CH:35]=[C:34]([F:38])[CH:33]=2)[CH2:19][N:20]2[C:28](=[O:29])[C:27]3[C:22](=[CH:23][CH:24]=[CH:25][CH:26]=3)[C:21]2=[O:30])=[O:9])=[CH:4][C:3]=1[C:10]1[N:14]([CH3:15])[N:13]=[CH:12][C:11]=1[CH3:16]. Given the reactants [Cl:1][C:2]1[S:6][C:5]([C:7]([OH:9])=O)=[CH:4][C:3]=1[C:10]1[N:14]([CH3:15])[N:13]=[CH:12][C:11]=1[CH3:16].[NH2:17][C@@H:18]([CH2:31][C:32]1[CH:37]=[CH:36][CH:35]=[C:34]([F:38])[CH:33]=1)[CH2:19][N:20]1[C:28](=[O:29])[C:27]2[C:22](=[CH:23][CH:24]=[CH:25][CH:26]=2)[C:21]1=[O:30].C(N(CC)C(C)C)(C)C.C1CN([P+](Br)(N2CCCC2)N2CCCC2)CC1.F[P-](F)(F)(F)(F)F, predict the reaction product. (8) Given the reactants [F:1][C@H:2]1[C@H:8]([NH:9]C(=O)OC(C)(C)C)[CH2:7][CH2:6][C@@H:5]([C:17]2[N:21]([CH3:22])[N:20]=[CH:19][C:18]=2[N+:23]([O-])=O)[O:4][CH2:3]1.[F:26][C:27]1[CH:32]=[C:31]([C:33]2([F:39])[CH2:38][CH2:37][O:36][CH2:35][CH2:34]2)[CH:30]=[C:29]([F:40])[C:28]=1[C:41]1[N:46]=[C:45]([C:47](O)=[O:48])[CH:44]=[CH:43][C:42]=1[F:50], predict the reaction product. The product is: [NH2:9][C@H:8]1[C@H:2]([F:1])[CH2:3][O:4][C@H:5]([C:17]2[N:21]([CH3:22])[N:20]=[CH:19][C:18]=2[NH:23][C:47](=[O:48])[C:45]2[CH:44]=[CH:43][C:42]([F:50])=[C:41]([C:28]3[C:29]([F:40])=[CH:30][C:31]([C:33]4([F:39])[CH2:34][CH2:35][O:36][CH2:37][CH2:38]4)=[CH:32][C:27]=3[F:26])[N:46]=2)[CH2:6][CH2:7]1.